Dataset: Full USPTO retrosynthesis dataset with 1.9M reactions from patents (1976-2016). Task: Predict the reactants needed to synthesize the given product. (1) Given the product [C:17]1([C:15]2[O:14][C:11]3[CH2:12][CH2:13][NH:8][CH2:9][C:10]=3[CH:16]=2)[CH:18]=[CH:19][CH:20]=[CH:21][CH:22]=1, predict the reactants needed to synthesize it. The reactants are: C([N:8]1[CH2:13][CH2:12][C:11]2[O:14][C:15]([C:17]3[CH:22]=[CH:21][CH:20]=[CH:19][CH:18]=3)=[CH:16][C:10]=2[CH2:9]1)C1C=CC=CC=1.[H][H]. (2) The reactants are: [CH2:1]([O:3][C:4](=[S:17])[NH:5][CH2:6][CH2:7][O:8][C:9]1[CH:14]=[CH:13][CH:12]=[CH:11][C:10]=1[O:15][CH3:16])[CH3:2].C[C:19](C)([O-:21])C.[Li+]. Given the product [CH3:16][O:15][C:10]1[CH:11]=[CH:12][CH:13]=[CH:14][C:9]=1[O:8][CH2:7][CH2:6][N:5]1[CH2:2][C@@H:1]([CH2:19][OH:21])[O:3][C:4]1=[S:17], predict the reactants needed to synthesize it. (3) Given the product [Cl:19][CH:3]([C:2](=[O:1])[CH2:9][C:10]1[CH:11]=[CH:12][CH:13]=[CH:14][CH:15]=1)[C:4]([O:6][CH2:7][CH3:8])=[O:5], predict the reactants needed to synthesize it. The reactants are: [O:1]=[C:2]([CH2:9][C:10]1[CH:15]=[CH:14][CH:13]=[CH:12][CH:11]=1)[CH2:3][C:4]([O:6][CH2:7][CH3:8])=[O:5].S(Cl)([Cl:19])(=O)=O. (4) The reactants are: C(O[C:6](=[O:11])[NH:7][CH2:8][CH2:9][NH2:10])(C)(C)C.C(OC(=O)[CH2:16][N:17]=[C:18]=[O:19])C.[ClH:21].C(O)C. Given the product [ClH:21].[NH2:10][CH2:9][CH2:8][N:7]1[C:6](=[O:11])[CH2:16][NH:17][C:18]1=[O:19], predict the reactants needed to synthesize it. (5) Given the product [OH:14][C@@H:3]1[C@H:4]([S:21][CH:17]2[N:18]=[CH:19][CH:20]=[N:16]2)[C:5]2[C:10](=[CH:9][CH:8]=[C:7]([C:12]#[N:13])[CH:6]=2)[O:11][C:2]1([CH3:15])[CH3:1], predict the reactants needed to synthesize it. The reactants are: [CH3:1][C:2]1([CH3:15])[O:11][C:10]2[C:5](=[CH:6][C:7]([C:12]#[N:13])=[CH:8][CH:9]=2)[C@@H:4]2[O:14][C@H:3]12.[NH:16]1[CH:20]=[CH:19][NH:18][C:17]1=[S:21].C([O-])([O-])=O.[K+].[K+]. (6) Given the product [C:16]([O:20][C:21]([N:23]1[CH2:28][CH2:27][CH2:26][CH:25]([C@@H:29]2[NH:2][CH:3]([C:6]([OH:8])=[O:7])[CH2:4][S:5]2)[CH2:24]1)=[O:22])([CH3:19])([CH3:17])[CH3:18], predict the reactants needed to synthesize it. The reactants are: Cl.[NH2:2][C@H:3]([C:6]([OH:8])=[O:7])[CH2:4][SH:5].C([O-])(=O)C.[K+].CO.[C:16]([O:20][C:21]([N:23]1[CH2:28][CH2:27][CH2:26][CH:25]([CH:29]=O)[CH2:24]1)=[O:22])([CH3:19])([CH3:18])[CH3:17].